Dataset: Full USPTO retrosynthesis dataset with 1.9M reactions from patents (1976-2016). Task: Predict the reactants needed to synthesize the given product. (1) Given the product [CH3:1][N:2]([C:4]([C:6]1[O:7][CH:8]=[CH:9][CH:10]=1)=[O:5])[N:3]=[CH:11][C:12]([CH3:13])=[CH:15][C:16]1[CH:21]=[CH:20][CH:19]=[CH:18][C:17]=1[F:22], predict the reactants needed to synthesize it. The reactants are: [CH3:1][N:2]([C:4]([C:6]1[O:7][CH:8]=[CH:9][CH:10]=1)=[O:5])[NH2:3].[CH3:11][C:12](=[CH:15][C:16]1[CH:21]=[CH:20][CH:19]=[CH:18][C:17]=1[F:22])[CH:13]=O. (2) Given the product [CH3:9][O:8][C:5]1[C:4]([CH3:10])=[CH:3][C:2]([B:14]2[O:15][C:16]([CH3:18])([CH3:17])[C:12]([CH3:28])([CH3:11])[O:13]2)=[CH:7][N:6]=1, predict the reactants needed to synthesize it. The reactants are: Br[C:2]1[CH:3]=[C:4]([CH3:10])[C:5]([O:8][CH3:9])=[N:6][CH:7]=1.[CH3:11][C:12]1([CH3:28])[C:16]([CH3:18])([CH3:17])[O:15][B:14]([B:14]2[O:15][C:16]([CH3:18])([CH3:17])[C:12]([CH3:28])([CH3:11])[O:13]2)[O:13]1.C([O-])(=O)C.[K+]. (3) Given the product [Cl:5][C:6]1[C:15]2[C:10](=[CH:11][CH:12]=[C:13]([C:16]([C:24]3[C:25]([CH3:31])=[N:26][C:27]([CH3:30])=[CH:28][CH:29]=3)([C:18]3[N:22]([CH3:23])[N:21]=[N:20][CH:19]=3)[OH:17])[CH:14]=2)[N:9]=[C:8]([O:32][CH3:33])[C:7]=1[CH2:34][N:53]1[CH2:54][CH2:55][CH:50]([S:47]([CH3:46])(=[O:49])=[O:48])[CH2:51][CH2:52]1, predict the reactants needed to synthesize it. The reactants are: O=S(Cl)Cl.[Cl:5][C:6]1[C:15]2[C:10](=[CH:11][CH:12]=[C:13]([C:16]([C:24]3[C:25]([CH3:31])=[N:26][C:27]([CH3:30])=[CH:28][CH:29]=3)([C:18]3[N:22]([CH3:23])[N:21]=[N:20][CH:19]=3)[OH:17])[CH:14]=2)[N:9]=[C:8]([O:32][CH3:33])[C:7]=1[CH2:34]O[Si](C(C)C)(C(C)C)C(C)C.[CH3:46][S:47]([CH:50]1[CH2:55][CH2:54][NH:53][CH2:52][CH2:51]1)(=[O:49])=[O:48].CCN(C(C)C)C(C)C.